From a dataset of Forward reaction prediction with 1.9M reactions from USPTO patents (1976-2016). Predict the product of the given reaction. The product is: [CH2:2]([C:3]1([CH2:8][O:9][CH2:10][C:11]2([CH2:12][CH3:13])[CH2:14][O:15][CH:21]([CH:22]=[CH2:23])[O:17][CH2:16]2)[CH2:4][O:5][CH:32]([CH:27]=[CH2:28])[O:7][CH2:6]1)[CH3:1]. Given the reactants [CH3:1][CH2:2][C:3]([CH2:8][O:9][CH2:10][C:11]([CH2:16][OH:17])([CH2:14][OH:15])[CH2:12][CH3:13])([CH2:6][OH:7])[CH2:4][OH:5].C(O[CH:21](OCC)[CH:22]=[CH2:23])C.[C:27]1(C)[CH:32]=CC=C[CH:28]=1, predict the reaction product.